This data is from Catalyst prediction with 721,799 reactions and 888 catalyst types from USPTO. The task is: Predict which catalyst facilitates the given reaction. Reactant: [OH:1][C:2]1[CH:7]=[CH:6][C:5]([CH3:8])=[CH:4][CH:3]=1.C([O-])([O-])=O.[Cs+].[Cs+].Br[CH:16]([CH3:22])[C:17]([O:19][CH2:20][CH3:21])=[O:18]. Product: [CH2:20]([O:19][C:17](=[O:18])[CH:16]([O:1][C:2]1[CH:7]=[CH:6][C:5]([CH3:8])=[CH:4][CH:3]=1)[CH3:22])[CH3:21]. The catalyst class is: 3.